This data is from Reaction yield outcomes from USPTO patents with 853,638 reactions. The task is: Predict the reaction yield, written as a fraction of the theoretical maximum amount of product (1.0 means a 100% yield; for example, 0.34 means a 34% yield). (1) The reactants are C(N(CC)CC)C.[CH3:8][C:9]([O:12][C:13](O[C:13]([O:12][C:9]([CH3:11])([CH3:10])[CH3:8])=[O:14])=[O:14])([CH3:11])[CH3:10].[Br:23][C:24]1[C:25]([N:42]2[CH2:47][CH2:46][CH2:45][C@@H:44]([NH:48][C:49](=[O:55])[O:50][C:51]([CH3:54])([CH3:53])[CH3:52])[CH2:43]2)=[C:26]2[C:32]([NH:33][C:34](=[O:41])[C:35]3[CH:40]=[CH:39][CH:38]=[N:37][CH:36]=3)=[CH:31][NH:30][C:27]2=[N:28][CH:29]=1.O. The catalyst is CN(C)C1C=CN=CC=1.C(Cl)Cl. The product is [Br:23][C:24]1[C:25]([N:42]2[CH2:47][CH2:46][CH2:45][C@@H:44]([NH:48][C:49]([O:50][C:51]([CH3:52])([CH3:54])[CH3:53])=[O:55])[CH2:43]2)=[C:26]2[C:32]([NH:33][C:34](=[O:41])[C:35]3[CH:40]=[CH:39][CH:38]=[N:37][CH:36]=3)=[CH:31][N:30]([C:13]([O:12][C:9]([CH3:11])([CH3:10])[CH3:8])=[O:14])[C:27]2=[N:28][CH:29]=1. The yield is 0.890. (2) The reactants are [N:1]([C:4]1[CH:9]=[CH:8][C:7](B(O)O)=[CH:6][CH:5]=1)=[C:2]=[O:3].[CH3:13][NH2:14].Cl[C:16]1[N:21]=[C:20]2[N:22]([CH3:25])[N:23]=[CH:24][C:19]2=[C:18]([NH:26][C:27]2[CH:35]=[CH:34][C:30]([C:31]([NH2:33])=[O:32])=[CH:29][CH:28]=2)[N:17]=1.C1C=CC(P(C2C=CC=CC=2)C2C=CC=CC=2)=CC=1.[O-]P([O-])([O-])=O.[K+].[K+].[K+].[Na+].[Cl-]. The catalyst is ClCCl.C1COCC1.O.CCO.CC([O-])=O.CC([O-])=O.[Pd+2]. The product is [CH3:25][N:22]1[C:20]2=[N:21][C:16]([C:7]3[CH:8]=[CH:9][C:4]([NH:1][C:2]([NH:14][CH3:13])=[O:3])=[CH:5][CH:6]=3)=[N:17][C:18]([NH:26][C:27]3[CH:35]=[CH:34][C:30]([C:31]([NH2:33])=[O:32])=[CH:29][CH:28]=3)=[C:19]2[CH:24]=[N:23]1. The yield is 0.210. (3) The reactants are [Si]([O:18][C:19]1[CH:20]=[C:21]([C@:26]([NH:45][C:46]([NH:48][CH2:49][C:50]([F:53])([F:52])[F:51])=[O:47])([C:34]2[CH:39]=[CH:38][C:37]([F:40])=[C:36]([C:41]([F:44])([F:43])[F:42])[CH:35]=2)[CH2:27][C:28]2[CH:33]=[CH:32][CH:31]=[CH:30][CH:29]=2)[CH:22]=[C:23]([F:25])[CH:24]=1)(C(C)(C)C)(C1C=CC=CC=1)C1C=CC=CC=1.CCCC[N+](CCCC)(CCCC)CCCC.[F-]. The catalyst is C1COCC1.C(Cl)Cl. The product is [F:40][C:37]1[CH:38]=[CH:39][C:34]([C@@:26]([NH:45][C:46]([NH:48][CH2:49][C:50]([F:51])([F:52])[F:53])=[O:47])([C:21]2[CH:20]=[C:19]([OH:18])[CH:24]=[C:23]([F:25])[CH:22]=2)[CH2:27][C:28]2[CH:29]=[CH:30][CH:31]=[CH:32][CH:33]=2)=[CH:35][C:36]=1[C:41]([F:44])([F:42])[F:43]. The yield is 0.770. (4) The reactants are [NH2:1][CH2:2][C:3]1[C:4]([NH2:30])=[N:5][C:6]([O:9][CH2:10][CH2:11][CH2:12][CH2:13][N:14]2[CH2:19][CH2:18][N:17]([C:20]3[C:29]4[C:24](=[CH:25][CH:26]=[CH:27][CH:28]=4)[CH:23]=[CH:22][CH:21]=3)[CH2:16][CH2:15]2)=[CH:7][CH:8]=1.Cl[C:32](OC1C=CC=CC=1)=[O:33].CCN(CC)CC.[Li+].CC([N-]C(C)C)C. The catalyst is C1COCC1. The product is [C:20]1([N:17]2[CH2:16][CH2:15][N:14]([CH2:13][CH2:12][CH2:11][CH2:10][O:9][C:6]3[CH:7]=[CH:8][C:3]4[CH2:2][NH:1][C:32](=[O:33])[NH:30][C:4]=4[N:5]=3)[CH2:19][CH2:18]2)[C:29]2[C:24](=[CH:25][CH:26]=[CH:27][CH:28]=2)[CH:23]=[CH:22][CH:21]=1. The yield is 0.210. (5) The reactants are O[CH2:2][C:3]1[CH:12]=[N:11][C:10]2[N:9]3[CH2:13][CH2:14][CH2:15][C@H:8]3[C:7](=[O:16])[NH:6][C:5]=2[CH:4]=1.[F:17][C:18]1[CH:19]=[C:20]([CH:23]=[CH:24][C:25]=1[N:26]1[CH2:31][CH2:30][NH:29][CH2:28][CH2:27]1)[C:21]#[N:22].[I-].C(C[P+](C)(C)C)#N.C(N(CC)C(C)C)(C)C. The catalyst is C(#N)CC.CS(C)=O. The product is [F:17][C:18]1[CH:19]=[C:20]([CH:23]=[CH:24][C:25]=1[N:26]1[CH2:31][CH2:30][N:29]([CH2:2][C:3]2[CH:12]=[N:11][C:10]3[N:9]4[CH2:13][CH2:14][CH2:15][C@H:8]4[C:7](=[O:16])[NH:6][C:5]=3[CH:4]=2)[CH2:28][CH2:27]1)[C:21]#[N:22]. The yield is 0.216. (6) The reactants are [CH2:1]([C@@H:5]1[NH:10][CH2:9][C@H:8]([CH2:11][CH:12]([CH3:14])[CH3:13])[NH:7][C:6]1=[O:15])[CH:2]([CH3:4])[CH3:3].[Cl:16][C:17]1[CH:27]=[CH:26][C:20]([CH:21]=[CH:22][C:23](O)=[O:24])=[CH:19][CH:18]=1.C([C@@H]1N(C(=O)/C=C/C2C=CC=CC=2)C[C@H](CC(C)C)NC1=O)C(C)C. No catalyst specified. The product is [Cl:16][C:17]1[CH:18]=[CH:19][C:20]([CH:21]=[CH:22][C:23]([N:10]2[CH2:9][C@H:8]([CH2:11][CH:12]([CH3:14])[CH3:13])[NH:7][C:6](=[O:15])[C@@H:5]2[CH2:1][CH:2]([CH3:4])[CH3:3])=[O:24])=[CH:26][CH:27]=1. The yield is 0.650. (7) The reactants are [CH:1]1([CH:4]=[O:5])[CH2:3][CH2:2]1.CC1C=CC(S(O)(=O)=O)=CC=1.[Br:17][C:18]1[CH:23]=[CH:22][C:21](O)=[C:20]([C:25]2[NH:26][C:27]3[C:32]([C:33]=2[Cl:34])=[CH:31][CH:30]=[CH:29][CH:28]=3)[CH:19]=1. The catalyst is C1(C)C=CC=CC=1. The product is [Br:17][C:18]1[CH:23]=[CH:22][C:21]2[O:5][CH:4]([CH:1]3[CH2:3][CH2:2]3)[N:26]3[C:27]4[CH:28]=[CH:29][CH:30]=[CH:31][C:32]=4[C:33]([Cl:34])=[C:25]3[C:20]=2[CH:19]=1. The yield is 0.313.